From a dataset of Catalyst prediction with 721,799 reactions and 888 catalyst types from USPTO. Predict which catalyst facilitates the given reaction. (1) Reactant: [Cl:1][C:2]1[CH:18]=[CH:17][C:5]([C:6]([N:8]([C:10]2[CH:15]=[CH:14][CH:13]=[CH:12][C:11]=2[OH:16])[CH3:9])=[O:7])=[CH:4][C:3]=1B1OC(C)(C)C(C)(C)O1.Br[C:29]1[C:30]([CH3:36])=[CH:31][C:32]([Cl:35])=[N:33][CH:34]=1.C([O-])([O-])=O.[K+].[K+]. Product: [Cl:1][C:2]1[CH:18]=[CH:17][C:5]([C:6]([N:8]([C:10]2[CH:15]=[CH:14][CH:13]=[CH:12][C:11]=2[OH:16])[CH3:9])=[O:7])=[CH:4][C:3]=1[C:29]1[CH:34]=[N:33][C:32]([Cl:35])=[CH:31][C:30]=1[CH3:36]. The catalyst class is: 77. (2) Reactant: [CH2:1]([N:4]1[C:9](=[O:10])[CH:8]=[C:7]([CH3:11])[NH:6][C:5]1=[O:12])[CH2:2][CH3:3].OS(O)(=O)=O.[N+:18]([O-])([OH:20])=[O:19]. Product: [CH3:11][C:7]1[NH:6][C:5](=[O:12])[N:4]([CH2:1][CH2:2][CH3:3])[C:9](=[O:10])[C:8]=1[N+:18]([O-:20])=[O:19]. The catalyst class is: 6.